From a dataset of Peptide-MHC class I binding affinity with 185,985 pairs from IEDB/IMGT. Regression. Given a peptide amino acid sequence and an MHC pseudo amino acid sequence, predict their binding affinity value. This is MHC class I binding data. (1) The peptide sequence is KLADMSIYC. The MHC is HLA-A26:01 with pseudo-sequence HLA-A26:01. The binding affinity (normalized) is 0.0847. (2) The peptide sequence is NSTDTVDTII. The MHC is Mamu-A01 with pseudo-sequence Mamu-A01. The binding affinity (normalized) is 0.144. (3) The peptide sequence is NTAIFDMLY. The MHC is HLA-B40:01 with pseudo-sequence HLA-B40:01. The binding affinity (normalized) is 0.0847. (4) The peptide sequence is YMREVGAAL. The MHC is HLA-C14:02 with pseudo-sequence HLA-C14:02. The binding affinity (normalized) is 1.00. (5) The peptide sequence is EGGVGWRHW. The MHC is HLA-A01:01 with pseudo-sequence HLA-A01:01. The binding affinity (normalized) is 0. (6) The peptide sequence is KVFLPNPAF. The MHC is HLA-A11:01 with pseudo-sequence HLA-A11:01. The binding affinity (normalized) is 0.0194. (7) The binding affinity (normalized) is 0.0847. The peptide sequence is HYDAPVFPI. The MHC is HLA-B08:03 with pseudo-sequence HLA-B08:03. (8) The peptide sequence is KICEYIRSY. The MHC is HLA-A30:01 with pseudo-sequence HLA-A30:01. The binding affinity (normalized) is 0.335. (9) The peptide sequence is AEMWAQDA. The MHC is HLA-A02:05 with pseudo-sequence HLA-A02:05. The binding affinity (normalized) is 0. (10) The peptide sequence is WRNPAEEREKL. The MHC is Mamu-B03 with pseudo-sequence Mamu-B03. The binding affinity (normalized) is 0.101.